From a dataset of Reaction yield outcomes from USPTO patents with 853,638 reactions. Predict the reaction yield, written as a fraction of the theoretical maximum amount of product (1.0 means a 100% yield; for example, 0.34 means a 34% yield). (1) The reactants are [Br:1][C:2]1[CH:7]=[C:6]([NH:8][CH:9]2[CH2:14][CH2:13][N:12]([C@H:15]3[CH2:20][CH2:19][C@H:18]([O:21][CH2:22][CH2:23][CH3:24])[CH2:17][CH2:16]3)[CH2:11][CH2:10]2)[C:5]([NH2:25])=[CH:4][C:3]=1[C:26]([F:29])([F:28])[F:27].C(N(C(C)C)CC)(C)C.[Cl:39][C:40]([O:43]C(=O)OC(Cl)(Cl)Cl)(Cl)Cl. The catalyst is ClCCl. The product is [ClH:39].[Br:1][C:2]1[C:3]([C:26]([F:29])([F:27])[F:28])=[CH:4][C:5]2[NH:25][C:40](=[O:43])[N:8]([CH:9]3[CH2:14][CH2:13][N:12]([C@H:15]4[CH2:16][CH2:17][C@H:18]([O:21][CH2:22][CH2:23][CH3:24])[CH2:19][CH2:20]4)[CH2:11][CH2:10]3)[C:6]=2[CH:7]=1. The yield is 0.220. (2) The yield is 0.390. The product is [CH3:51][N:35]([CH:36]1[CH2:41][CH2:40][O:39][CH2:38][CH2:37]1)[C@H:32]1[CH2:33][CH2:34][C@H:29]([N:3]2[C:2](=[O:1])[C:7]([CH2:8][C:9]3[CH:10]=[CH:11][C:12]([C:15]4[C:16]([C:21]#[N:22])=[CH:17][CH:18]=[CH:19][CH:20]=4)=[CH:13][CH:14]=3)=[C:6]([CH2:23][CH2:24][CH3:25])[N:5]3[N:26]=[CH:27][N:28]=[C:4]23)[CH2:30][CH2:31]1. The reactants are [O:1]=[C:2]1[C:7]([CH2:8][C:9]2[CH:14]=[CH:13][C:12]([C:15]3[C:16]([C:21]#[N:22])=[CH:17][CH:18]=[CH:19][CH:20]=3)=[CH:11][CH:10]=2)=[C:6]([CH2:23][CH2:24][CH3:25])[N:5]2[N:26]=[CH:27][N:28]=[C:4]2[N:3]1[C@H:29]1[CH2:34][CH2:33][C@H:32]([NH:35][CH:36]2[CH2:41][CH2:40][O:39][CH2:38][CH2:37]2)[CH2:31][CH2:30]1.S([O-])([O-])(=O)=O.[Na+].[Na+].C=O.[C:51](O[BH-](OC(=O)C)OC(=O)C)(=O)C.[Na+].[OH-].[Na+]. The catalyst is O1CCCC1. (3) The reactants are [OH:1][C:2]1([C:9]2[CH:18]=[CH:17][C:12]([C:13]([NH:15][CH3:16])=[O:14])=[CH:11][N:10]=2)[CH2:7][CH2:6][C:5](=O)[CH2:4][CH2:3]1.[NH2:19][C@H:20]1[CH2:24][CH2:23][N:22]([C:25](=[O:40])[CH2:26][NH:27][C:28](=[O:39])[C:29]2[CH:34]=[CH:33][CH:32]=[C:31]([C:35]([F:38])([F:37])[F:36])[CH:30]=2)[CH2:21]1.[Na].C(O[BH-](OC(=O)C)OC(=O)C)(=O)C. The catalyst is C(Cl)Cl. The product is [OH:1][C:2]1([C:9]2[CH:18]=[CH:17][C:12]([C:13]([NH:15][CH3:16])=[O:14])=[CH:11][N:10]=2)[CH2:7][CH2:6][CH:5]([NH:19][C@H:20]2[CH2:24][CH2:23][N:22]([C:25](=[O:40])[CH2:26][NH:27][C:28](=[O:39])[C:29]3[CH:34]=[CH:33][CH:32]=[C:31]([C:35]([F:37])([F:38])[F:36])[CH:30]=3)[CH2:21]2)[CH2:4][CH2:3]1. The yield is 0.230. (4) The reactants are [C:1]1(=[O:29])[N:5]([CH2:6][CH:7]([C:15]2[NH:16][C:17]3[C:22]([CH:23]=2)=[CH:21][CH:20]=[CH:19][N:18]=3)[O:8][CH:9]2[CH2:14][CH2:13][CH2:12][CH2:11][O:10]2)[C:4](=[O:24])[C:3]2=[CH:25][CH:26]=[CH:27][CH:28]=[C:2]12.[OH:30][CH:31](C1NC2C(C=1)=C(OC)C=CN=2)CN1C(=O)C2=CC=CC=C2C1=O.O1C=CCCC1. The catalyst is C(Cl)(Cl)Cl.Cl.C1C=CC=CC=1. The product is [CH3:31][O:30][C:21]1[CH:20]=[CH:19][N:18]=[C:17]2[C:22]=1[CH:23]=[C:15]([CH:7]([O:8][CH:9]1[CH2:14][CH2:13][CH2:12][CH2:11][O:10]1)[CH2:6][N:5]1[C:4](=[O:24])[C:3]3=[CH:25][CH:26]=[CH:27][CH:28]=[C:2]3[C:1]1=[O:29])[NH:16]2. The yield is 0.650. (5) The reactants are [NH:1]1[CH2:7][CH2:6][CH2:5][C@H:2]1[CH2:3][OH:4].C(=O)([O-])O.[Na+].Cl[C:14]([O:16][CH2:17][C:18]1[CH:23]=[CH:22][CH:21]=[CH:20][CH:19]=1)=[O:15].[O:24]1[CH:29]=[CH:28][CH2:27][CH2:26][CH2:25]1.C1(C)C=CC(S([O-])(=O)=O)=CC=1.[NH+]1C=CC=CC=1. The catalyst is CN(C)C=O. The product is [CH2:17]([O:16][C:14]([N:1]1[CH2:7][CH2:6][CH2:5][C@H:2]1[CH2:3][O:4][CH:25]1[CH2:26][CH2:27][CH2:28][CH2:29][O:24]1)=[O:15])[C:18]1[CH:23]=[CH:22][CH:21]=[CH:20][CH:19]=1. The yield is 0.290. (6) The reactants are FC(F)(F)C(O)=O.C(OC(=O)[NH:14][C:15]1[CH:20]=[CH:19][N:18]2[CH:21]=[C:22]([C:24]3[CH:29]=[CH:28][CH:27]=[CH:26][CH:25]=3)[N:23]=[C:17]2[CH:16]=1)(C)(C)C. The catalyst is C(Cl)Cl. The product is [C:24]1([C:22]2[N:23]=[C:17]3[CH:16]=[C:15]([NH2:14])[CH:20]=[CH:19][N:18]3[CH:21]=2)[CH:25]=[CH:26][CH:27]=[CH:28][CH:29]=1. The yield is 0.730. (7) The reactants are [CH3:1][C:2]1[CH:7]=[C:6]([CH3:8])[NH:5][C:4](=[O:9])[C:3]=1[CH2:10][NH:11][C:12]([C:14]1[C:15]2[CH:35]=[N:34][N:33]([CH:36]([CH3:38])[CH3:37])[C:16]=2[N:17]=[C:18]([C:20]2[CH2:21][CH2:22][N:23]([C:26]([CH:28]3[CH2:32][CH2:31][NH:30][CH2:29]3)=[O:27])[CH2:24][CH:25]=2)[CH:19]=1)=[O:13].C=O.[BH3-][C:42]#N.[Na+]. The catalyst is CO. The product is [CH3:1][C:2]1[CH:7]=[C:6]([CH3:8])[NH:5][C:4](=[O:9])[C:3]=1[CH2:10][NH:11][C:12]([C:14]1[C:15]2[CH:35]=[N:34][N:33]([CH:36]([CH3:38])[CH3:37])[C:16]=2[N:17]=[C:18]([C:20]2[CH2:21][CH2:22][N:23]([C:26]([CH:28]3[CH2:32][CH2:31][N:30]([CH3:42])[CH2:29]3)=[O:27])[CH2:24][CH:25]=2)[CH:19]=1)=[O:13]. The yield is 0.300. (8) The reactants are [Cl:1][C:2]1[N:3]=[C:4]([NH:20][CH:21]2[CH2:25][CH2:24][CH2:23][CH2:22]2)[C:5]2[C:10](I)=[CH:9][N:8]([CH2:12][O:13][CH2:14][CH2:15][Si:16]([CH3:19])([CH3:18])[CH3:17])[C:6]=2[N:7]=1.[OH:26][C:27]1[CH:32]=[CH:31][C:30](B(O)O)=[CH:29][CH:28]=1.C(=O)([O-])[O-].[K+].[K+]. The catalyst is O1CCOCC1.O.C1C=CC([P]([Pd]([P](C2C=CC=CC=2)(C2C=CC=CC=2)C2C=CC=CC=2)([P](C2C=CC=CC=2)(C2C=CC=CC=2)C2C=CC=CC=2)[P](C2C=CC=CC=2)(C2C=CC=CC=2)C2C=CC=CC=2)(C2C=CC=CC=2)C2C=CC=CC=2)=CC=1. The product is [Cl:1][C:2]1[N:3]=[C:4]([NH:20][CH:21]2[CH2:25][CH2:24][CH2:23][CH2:22]2)[C:5]2[C:10]([C:30]3[CH:31]=[CH:32][C:27]([OH:26])=[CH:28][CH:29]=3)=[CH:9][N:8]([CH2:12][O:13][CH2:14][CH2:15][Si:16]([CH3:19])([CH3:18])[CH3:17])[C:6]=2[N:7]=1. The yield is 0.322.